The task is: Regression. Given a peptide amino acid sequence and an MHC pseudo amino acid sequence, predict their binding affinity value. This is MHC class II binding data.. This data is from Peptide-MHC class II binding affinity with 134,281 pairs from IEDB. (1) The MHC is DRB1_0101 with pseudo-sequence DRB1_0101. The binding affinity (normalized) is 0.530. The peptide sequence is LRAHRLHQLAFDTYQ. (2) The MHC is HLA-DQA10601-DQB10402 with pseudo-sequence HLA-DQA10601-DQB10402. The binding affinity (normalized) is 0.518. The peptide sequence is IHAVPFGLVSMMIAMKK. (3) The peptide sequence is RFTISRDNAKNSLYL. The MHC is DRB1_1501 with pseudo-sequence DRB1_1501. The binding affinity (normalized) is 0.385. (4) The peptide sequence is GELAIVDKIDAAFKI. The MHC is DRB1_1201 with pseudo-sequence DRB1_1201. The binding affinity (normalized) is 0.646.